From a dataset of Peptide-MHC class II binding affinity with 134,281 pairs from IEDB. Regression. Given a peptide amino acid sequence and an MHC pseudo amino acid sequence, predict their binding affinity value. This is MHC class II binding data. (1) The MHC is DRB1_1501 with pseudo-sequence DRB1_1501. The binding affinity (normalized) is 0.363. The peptide sequence is SVGSLGRYKDEKDVT. (2) The peptide sequence is IRDKVQKEYALFYKLDVV. The MHC is HLA-DPA10301-DPB10402 with pseudo-sequence HLA-DPA10301-DPB10402. The binding affinity (normalized) is 0.554.